This data is from Peptide-MHC class II binding affinity with 134,281 pairs from IEDB. The task is: Regression. Given a peptide amino acid sequence and an MHC pseudo amino acid sequence, predict their binding affinity value. This is MHC class II binding data. (1) The peptide sequence is PELVPEDPEDSA. The MHC is DRB1_0101 with pseudo-sequence DRB1_0101. The binding affinity (normalized) is 0.345. (2) The peptide sequence is AWKVAATAANAAPAN. The MHC is DRB1_0901 with pseudo-sequence DRB1_0901. The binding affinity (normalized) is 0.313. (3) The peptide sequence is ATPEAKYDAYVATLS. The MHC is HLA-DQA10301-DQB10302 with pseudo-sequence HLA-DQA10301-DQB10302. The binding affinity (normalized) is 0.434. (4) The peptide sequence is QIDAFIANAGATADS. The MHC is DRB1_1602 with pseudo-sequence DRB1_1602. The binding affinity (normalized) is 0.759. (5) The peptide sequence is ASEGAVDIINRWQVV. The MHC is DRB1_0101 with pseudo-sequence DRB1_0101. The binding affinity (normalized) is 0.534.